Predict the product of the given reaction. From a dataset of Forward reaction prediction with 1.9M reactions from USPTO patents (1976-2016). (1) Given the reactants [Cl:1][C:2]1[N:10]=[C:9]([Cl:11])[CH:8]=[CH:7][C:3]=1[C:4]([OH:6])=[O:5].OS(O)(=O)=O.[CH3:17][CH2:18]O, predict the reaction product. The product is: [Cl:1][C:2]1[N:10]=[C:9]([Cl:11])[CH:8]=[CH:7][C:3]=1[C:4]([O:6][CH2:17][CH3:18])=[O:5]. (2) Given the reactants [F:1][C:2]1[CH:7]=[CH:6][C:5]([F:8])=[CH:4][C:3]=1B(O)O.C(=O)([O-])[O-].[K+].[K+].Br[C:19]1[CH:24]=[CH:23][CH:22]=[CH:21][C:20]=1[C:25](=[O:27])[CH3:26], predict the reaction product. The product is: [F:1][C:2]1[CH:7]=[CH:6][C:5]([F:8])=[CH:4][C:3]=1[C:19]1[CH:24]=[CH:23][CH:22]=[CH:21][C:20]=1[C:25](=[O:27])[CH3:26]. (3) Given the reactants C(OC1C=CC2C(=CC=CC=2)N1C(OCC)=O)C.[CH:19]1[C:31]2[CH:30]([CH2:32][O:33][C:34]([NH:36][C@@H:37]([CH2:41][CH2:42][CH2:43][NH:44][C:45]([NH2:47])=[O:46])[C:38](O)=[O:39])=[O:35])[C:29]3[C:24](=[CH:25][CH:26]=[CH:27][CH:28]=3)[C:23]=2[CH:22]=[CH:21][CH:20]=1.[CH3:48][N:49]1[CH2:54][CH2:53][N:52]([C:55]([O:57][C:58]2[C:59]3[CH:103]=[CH:102][CH:101]=[CH:100][C:60]=3[C:61]3[C@H:62]([CH2:98][Cl:99])[CH2:63][N:64]([C:67](=[O:97])[CH2:68][CH2:69][CH2:70][C:71]([N:73]4[C:81]5[CH:80]=[C:79]([O:82][CH2:83][C:84]6[CH:89]=[CH:88][C:87]([NH2:90])=[CH:86][CH:85]=6)[C:78]6[CH:91]=[CH:92][CH:93]=[CH:94][C:77]=6[C:76]=5[C@H:75]([CH2:95][Cl:96])[CH2:74]4)=[O:72])[C:65]=3[CH:66]=2)=[O:56])[CH2:51][CH2:50]1, predict the reaction product. The product is: [CH3:48][N:49]1[CH2:50][CH2:51][N:52]([C:55]([O:57][C:58]2[C:59]3[CH:103]=[CH:102][CH:101]=[CH:100][C:60]=3[C:61]3[C@H:62]([CH2:98][Cl:99])[CH2:63][N:64]([C:67](=[O:97])[CH2:68][CH2:69][CH2:70][C:71]([N:73]4[C:81]5[CH:80]=[C:79]([O:82][CH2:83][C:84]6[CH:85]=[CH:86][C:87]([NH:90][C:38](=[O:39])[C@@H:37]([NH:36][C:34]([O:33][CH2:32][CH:30]7[C:29]8[CH:28]=[CH:27][CH:26]=[CH:25][C:24]=8[C:23]8[C:31]7=[CH:19][CH:20]=[CH:21][CH:22]=8)=[O:35])[CH2:41][CH2:42][CH2:43][NH:44][C:45]([NH2:47])=[O:46])=[CH:88][CH:89]=6)[C:78]6[CH:91]=[CH:92][CH:93]=[CH:94][C:77]=6[C:76]=5[C@H:75]([CH2:95][Cl:96])[CH2:74]4)=[O:72])[C:65]=3[CH:66]=2)=[O:56])[CH2:53][CH2:54]1. (4) Given the reactants [C:1]([C:3]1[CH:8]=[C:7]([N+:9]([O-:11])=[O:10])[CH:6]=[CH:5][C:4]=1[N:12]=[CH:13][N:14](C)C)#[N:2].N[C:18]1[CH:19]=[C:20]([C:24]#[CH:25])[CH:21]=[CH:22][CH:23]=1, predict the reaction product. The product is: [C:24]([C:20]1[CH:19]=[C:18]([NH:2][C:1]2[C:3]3[C:4](=[CH:5][CH:6]=[C:7]([N+:9]([O-:11])=[O:10])[CH:8]=3)[N:12]=[CH:13][N:14]=2)[CH:23]=[CH:22][CH:21]=1)#[CH:25]. (5) Given the reactants [CH:1]([C:3]1[CH:8]=[CH:7][CH:6]=[CH:5][C:4]=1B(O)O)=[O:2].Br[C:13]1[CH:19]=[CH:18][C:16]([NH2:17])=[C:15]([F:20])[CH:14]=1.C([O-])([O-])=O.[Na+].[Na+], predict the reaction product. The product is: [CH:1]([C:3]1[CH:8]=[CH:7][CH:6]=[CH:5][C:4]=1[C:13]1[CH:19]=[CH:18][C:16]([NH2:17])=[C:15]([F:20])[CH:14]=1)=[O:2].